Dataset: Forward reaction prediction with 1.9M reactions from USPTO patents (1976-2016). Task: Predict the product of the given reaction. (1) Given the reactants [CH3:1][O:2][C:3]1[CH:9]=[C:8]([B:10]2[O:14][C:13]([CH3:16])([CH3:15])[C:12]([CH3:18])([CH3:17])[O:11]2)[CH:7]=[CH:6][C:4]=1[NH2:5].[CH3:19][C:20]([O:23][C:24](O[C:24]([O:23][C:20]([CH3:22])([CH3:21])[CH3:19])=[O:25])=[O:25])([CH3:22])[CH3:21], predict the reaction product. The product is: [CH3:1][O:2][C:3]1[CH:9]=[C:8]([B:10]2[O:14][C:13]([CH3:16])([CH3:15])[C:12]([CH3:18])([CH3:17])[O:11]2)[CH:7]=[CH:6][C:4]=1[NH:5][C:24](=[O:25])[O:23][C:20]([CH3:22])([CH3:21])[CH3:19]. (2) Given the reactants C([C:3]1([CH2:13][O:14][C:15]2[C:23]([CH:24]3[CH2:26][CH2:25]3)=[CH:22][C:18]([C:19](O)=[O:20])=[C:17]([F:27])[CH:16]=2)[CH:10]2CC3[CH2:7][CH:8]([CH2:12][CH:4]1C3)[CH2:9]2)#N.C12CC1CCC(COC1C(C3CC3)=CC(C(O)=O)=C(F)C=1)C2.CS(N)(=O)=O.[N:55]1([S:59]([NH2:62])(=[O:61])=[O:60])[CH2:58][CH2:57][CH2:56]1, predict the reaction product. The product is: [N:55]1([S:59]([NH:62][C:19](=[O:20])[C:18]2[CH:22]=[C:23]([CH:24]3[CH2:25][CH2:26]3)[C:15]([O:14][CH2:13][CH:3]3[CH2:10][CH2:9][CH:8]4[CH:12]([CH2:7]4)[CH2:4]3)=[CH:16][C:17]=2[F:27])(=[O:61])=[O:60])[CH2:58][CH2:57][CH2:56]1. (3) The product is: [Br:1][C:2]1[C:3]([F:18])=[C:4]([NH:17][C:20]([NH:19][C:22]2[CH:27]=[CH:26][C:25]([CH3:28])=[CH:24][CH:23]=2)=[O:21])[C:5]([N:8]([CH2:13][CH:14]([CH3:16])[CH3:15])[CH2:9][CH:10]([CH3:11])[CH3:12])=[CH:6][CH:7]=1. Given the reactants [Br:1][C:2]1[C:3]([F:18])=[C:4]([NH2:17])[C:5]([N:8]([CH2:13][CH:14]([CH3:16])[CH3:15])[CH2:9][CH:10]([CH3:12])[CH3:11])=[CH:6][CH:7]=1.[N:19]([C:22]1[CH:27]=[CH:26][C:25]([CH3:28])=[CH:24][CH:23]=1)=[C:20]=[O:21], predict the reaction product. (4) Given the reactants [CH2:1]([N:3]1[CH:7]=[C:6]([N+:8]([O-:10])=[O:9])[N:5]=[C:4]1[C:11]([O:13]CC)=O)[CH3:2].[N:16]1[CH:21]=[CH:20][CH:19]=[CH:18][C:17]=1[N:22]1[CH2:27][CH2:26][NH:25][CH2:24][CH2:23]1, predict the reaction product. The product is: [CH2:1]([N:3]1[CH:7]=[C:6]([N+:8]([O-:10])=[O:9])[N:5]=[C:4]1[C:11]([N:25]1[CH2:26][CH2:27][N:22]([C:17]2[CH:18]=[CH:19][CH:20]=[CH:21][N:16]=2)[CH2:23][CH2:24]1)=[O:13])[CH3:2]. (5) Given the reactants [CH3:1][O:2][C:3](=[O:14])[C:4]1[CH:9]=[CH:8][C:7]([N:10]([CH3:12])[CH3:11])=[C:6]([F:13])[CH:5]=1.Cl[CH2:16]Cl.C[O:19][S:20]([C:23]([F:26])([F:25])[F:24])(=[O:22])=[O:21], predict the reaction product. The product is: [F:24][C:23]([F:26])([F:25])[S:20]([O-:22])(=[O:21])=[O:19].[F:13][C:6]1[CH:5]=[C:4]([C:3]([O:2][CH3:1])=[O:14])[CH:9]=[CH:8][C:7]=1[N+:10]([CH3:16])([CH3:11])[CH3:12].